This data is from HIV replication inhibition screening data with 41,000+ compounds from the AIDS Antiviral Screen. The task is: Binary Classification. Given a drug SMILES string, predict its activity (active/inactive) in a high-throughput screening assay against a specified biological target. (1) The compound is Cc1cc(NC(=O)Nc2cc(F)ccc2F)no1. The result is 0 (inactive). (2) The molecule is Fc1ccc2c(c1)CN(CCN1COc3ccc(F)cc3C1)CO2. The result is 0 (inactive). (3) The drug is CC(=O)OCC=CCn1cnc(C(N)=O)c1N. The result is 0 (inactive). (4) The compound is CC(C)Cn1cnc2c(Cl)nc3ccccc3c21. The result is 0 (inactive). (5) The drug is CC(C)CC(NC(=O)C(Cc1ccc(O)cc1)NC(=O)C1CCCN1C(=O)C(NC(=O)C(CO)NC(=O)C(CCCCN)NC(=O)C(NC(=O)C(N)CCC(=O)O)C(C)C)C(C)O)C(=O)NC(CO)C(=O)NC(CCCCN)C(=O)O. The result is 0 (inactive). (6) The drug is CC1=C(O)C(=O)C=C2C1=CC=C1C2(C)CCC2(C)C3CC(C)C(=O)C(O)C3(C)CCC12C. The result is 0 (inactive). (7) The result is 0 (inactive). The drug is CC(C)CC(N[C-](O)[B+][N+](C)(C)C)C(=O)NC(Cc1ccccc1)C(=O)NC1c2ccsc2C(=NO)C1O.